Dataset: Full USPTO retrosynthesis dataset with 1.9M reactions from patents (1976-2016). Task: Predict the reactants needed to synthesize the given product. (1) Given the product [CH3:7][C:5]1[S:4][C:3]([C:8]2[CH:9]=[CH:10][N:30]=[C:28]([NH:27][C:25](=[O:26])[CH2:24][C:21]3[CH:22]=[CH:23][C:18]([N+:15]([O-:17])=[O:16])=[CH:19][CH:20]=3)[N:29]=2)=[C:2]([CH3:1])[N:6]=1, predict the reactants needed to synthesize it. The reactants are: [CH3:1][C:2]1[N:6]=[C:5]([CH3:7])[S:4][C:3]=1/[CH:8]=[CH:9]/[C:10](N(C)C)=O.[N+:15]([C:18]1[CH:23]=[CH:22][C:21]([CH2:24][C:25]([NH:27][C:28]([NH2:30])=[NH:29])=[O:26])=[CH:20][CH:19]=1)([O-:17])=[O:16]. (2) Given the product [O:19]=[C:16]1[CH2:15][CH2:14][CH:13]([C:7]2[CH:8]=[CH:9][CH:10]=[CH:11][CH:12]=2)[CH2:18][N:17]1[CH:21]([CH2:27][CH3:28])[C:22]([O:24][CH2:25][CH3:26])=[O:23], predict the reactants needed to synthesize it. The reactants are: CC(C)([O-])C.[K+].[C:7]1([CH:13]2[CH2:18][NH:17][C:16](=[O:19])[CH2:15][CH2:14]2)[CH:12]=[CH:11][CH:10]=[CH:9][CH:8]=1.Br[CH:21]([CH2:27][CH3:28])[C:22]([O:24][CH2:25][CH3:26])=[O:23].C(OCC)(=O)C. (3) Given the product [F:3][C:4]([F:8])([F:7])[CH2:5][O:6][CH2:18][C:17]1[C:16]2[CH:20]=[CH:21][CH:22]=[CH:23][C:15]=2[O:14][C:13]=1[C:11]([OH:12])=[O:10], predict the reactants needed to synthesize it. The reactants are: [H-].[Na+].[F:3][C:4]([F:8])([F:7])[CH2:5][OH:6].C[O:10][C:11]([C:13]1[O:14][C:15]2[CH:23]=[CH:22][CH:21]=[CH:20][C:16]=2[C:17]=1[CH2:18]Br)=[O:12].[OH-].[Na+].Cl. (4) Given the product [CH3:40][S:41]([O:19][CH2:18][C:16]1[N:15]([CH3:20])[N:14]=[C:13]([NH:12][C:9]2[N:8]=[CH:7][C:6]([O:5][CH2:4][C:3]3[C:21]([F:29])=[C:22]([O:27][CH3:28])[CH:23]=[C:24]([O:25][CH3:26])[C:2]=3[F:1])=[CH:11][N:10]=2)[CH:17]=1)(=[O:43])=[O:42], predict the reactants needed to synthesize it. The reactants are: [F:1][C:2]1[C:24]([O:25][CH3:26])=[CH:23][C:22]([O:27][CH3:28])=[C:21]([F:29])[C:3]=1[CH2:4][O:5][C:6]1[CH:7]=[N:8][C:9]([NH:12][C:13]2[CH:17]=[C:16]([CH2:18][OH:19])[N:15]([CH3:20])[N:14]=2)=[N:10][CH:11]=1.C(N(CC)CC)C.ClCCl.[CH3:40][S:41](Cl)(=[O:43])=[O:42].